Dataset: Reaction yield outcomes from USPTO patents with 853,638 reactions. Task: Predict the reaction yield, written as a fraction of the theoretical maximum amount of product (1.0 means a 100% yield; for example, 0.34 means a 34% yield). The reactants are [F:1][C:2]1[CH:14]=[C:13](F)[C:12]([F:16])=[CH:11][C:3]=1[C:4]([O:6][C:7]([CH3:10])([CH3:9])[CH3:8])=[O:5].[Cl:17][C:18]1[CH:19]=[C:20]([OH:32])[CH:21]=[N:22][C:23]=1[O:24][CH2:25][CH:26]1[CH2:29][C:28]([F:31])([F:30])[CH2:27]1.C(=O)([O-])[O-].[K+].[K+].CCOC(C)=O. The catalyst is CS(C)=O. The product is [Cl:17][C:18]1[CH:19]=[C:20]([O:32][C:13]2[C:12]([F:16])=[CH:11][C:3]([C:4]([O:6][C:7]([CH3:10])([CH3:9])[CH3:8])=[O:5])=[C:2]([F:1])[CH:14]=2)[CH:21]=[N:22][C:23]=1[O:24][CH2:25][CH:26]1[CH2:27][C:28]([F:30])([F:31])[CH2:29]1. The yield is 1.01.